From a dataset of Peptide-MHC class I binding affinity with 185,985 pairs from IEDB/IMGT. Regression. Given a peptide amino acid sequence and an MHC pseudo amino acid sequence, predict their binding affinity value. This is MHC class I binding data. (1) The peptide sequence is GAAFSGVSW. The MHC is HLA-B58:01 with pseudo-sequence HLA-B58:01. The binding affinity (normalized) is 0.552. (2) The peptide sequence is IPRLGGMAF. The MHC is HLA-A69:01 with pseudo-sequence HLA-A69:01. The binding affinity (normalized) is 0.0847.